Dataset: Full USPTO retrosynthesis dataset with 1.9M reactions from patents (1976-2016). Task: Predict the reactants needed to synthesize the given product. (1) The reactants are: [OH:1][C:2]1[CH:7]=[CH:6][C:5]([CH2:8][CH2:9][C:10]([O:12][CH2:13][CH3:14])=[O:11])=[C:4]([O:15][C:16]2[CH:21]=[CH:20][C:19]([C:22]([F:25])([F:24])[F:23])=[CH:18][N:17]=2)[CH:3]=1.I[CH2:27][CH2:28][CH2:29][CH3:30].C(=O)([O-])[O-].[K+].[K+].O. Given the product [CH2:27]([O:1][C:2]1[CH:7]=[CH:6][C:5]([CH2:8][CH2:9][C:10]([O:12][CH2:13][CH3:14])=[O:11])=[C:4]([O:15][C:16]2[CH:21]=[CH:20][C:19]([C:22]([F:25])([F:23])[F:24])=[CH:18][N:17]=2)[CH:3]=1)[CH2:28][CH2:29][CH3:30], predict the reactants needed to synthesize it. (2) Given the product [BrH:10].[Br:10][CH2:8][CH2:7][CH2:6][N:1]1[CH2:5][CH2:4][CH2:3][CH2:2]1, predict the reactants needed to synthesize it. The reactants are: [N:1]1([CH2:6][CH2:7][CH2:8]O)[CH2:5][CH2:4][CH2:3][CH2:2]1.[BrH:10].C(O)(=O)C. (3) Given the product [CH2:15]([N:11]1[C:12]2[C:7](=[C:6]([OH:29])[C:5]([C:3]([NH:30][CH2:31][CH2:32][C:33]([OH:35])=[O:34])=[O:4])=[N:14][CH:13]=2)[CH:8]=[C:9]([C:23]2[CH:28]=[CH:27][CH:26]=[CH:25][CH:24]=2)[C:10]1=[O:22])[C:16]1[CH:17]=[CH:18][CH:19]=[CH:20][CH:21]=1, predict the reactants needed to synthesize it. The reactants are: CO[C:3]([C:5]1[C:6]([OH:29])=[C:7]2[C:12](=[CH:13][N:14]=1)[N:11]([CH2:15][C:16]1[CH:21]=[CH:20][CH:19]=[CH:18][CH:17]=1)[C:10](=[O:22])[C:9]([C:23]1[CH:28]=[CH:27][CH:26]=[CH:25][CH:24]=1)=[CH:8]2)=[O:4].[NH2:30][CH2:31][CH2:32][C:33]([OH:35])=[O:34].C[O-].[Na+]. (4) Given the product [Cl:18][C:19]1[N:24]=[CH:23][N:22]=[C:21]([NH:1][C:2]2[CH:3]=[CH:4][C:5]([N:8]3[CH2:9][CH2:10][N:11]([CH2:14][C@@H:15]([OH:17])[CH3:16])[CH2:12][CH2:13]3)=[CH:6][CH:7]=2)[N:20]=1, predict the reactants needed to synthesize it. The reactants are: [NH2:1][C:2]1[CH:7]=[CH:6][C:5]([N:8]2[CH2:13][CH2:12][N:11]([CH2:14][C@@H:15]([OH:17])[CH3:16])[CH2:10][CH2:9]2)=[CH:4][CH:3]=1.[Cl:18][C:19]1[N:24]=[C:23](Cl)[N:22]=[CH:21][N:20]=1.C(=O)([O-])[O-].[K+].[K+].CC(N(C)C)=O.